From a dataset of Full USPTO retrosynthesis dataset with 1.9M reactions from patents (1976-2016). Predict the reactants needed to synthesize the given product. (1) Given the product [CH:10]([NH:1][C:2]1[CH:7]=[CH:6][CH:5]=[CH:4][C:3]=1[OH:8])([CH3:12])[CH3:9], predict the reactants needed to synthesize it. The reactants are: [NH2:1][C:2]1[CH:7]=[CH:6][CH:5]=[CH:4][C:3]=1[OH:8].[CH3:9][C:10]([CH3:12])=O.[O-]S([O-])(=O)=O.[Mg+2]. (2) The reactants are: C(=O)([O-])[O-].[K+].[K+].Cl[C:8]1[C:17]2[C:12](=[CH:13][CH:14]=[CH:15][CH:16]=2)[C:11]([Cl:18])=[N:10][N:9]=1.[NH:19]1[CH2:24][CH2:23][CH2:22][CH:21]([OH:25])[CH2:20]1. Given the product [Cl:18][C:11]1[C:12]2[C:17](=[CH:16][CH:15]=[CH:14][CH:13]=2)[C:8]([N:19]2[CH2:24][CH2:23][CH2:22][CH:21]([OH:25])[CH2:20]2)=[N:9][N:10]=1, predict the reactants needed to synthesize it. (3) Given the product [F:23][C:20]1[CH:21]=[CH:22][C:17]([CH2:16][O:7][C:8]2[CH:13]=[CH:12][NH:11][C:10](=[O:14])[CH:9]=2)=[CH:18][CH:19]=1, predict the reactants needed to synthesize it. The reactants are: C(=O)([O-])[O-].[K+].[K+].[OH:7][C:8]1[CH:13]=[CH:12][NH:11][C:10](=[O:14])[CH:9]=1.Cl[CH2:16][C:17]1[CH:22]=[CH:21][C:20]([F:23])=[CH:19][CH:18]=1.O. (4) The reactants are: [CH3:1][N:2]1[CH:6]=[C:5]([C:7]2[O:11][N:10]=[C:9]([C:12]([OH:14])=O)[CH:8]=2)[CH:4]=[N:3]1.C1C=CC2N(O)N=NC=2C=1.N=C=N.[NH2:28][CH2:29][CH2:30][N:31]1[CH:35]=[CH:34][C:33]([C:36]2[CH:43]=[CH:42][C:39]([C:40]#[N:41])=[C:38]([Cl:44])[CH:37]=2)=[N:32]1.C(O)C(N)(CO)CO. Given the product [Cl:44][C:38]1[CH:37]=[C:36]([C:33]2[CH:34]=[CH:35][N:31]([CH2:30][CH2:29][NH:28][C:12]([C:9]3[CH:8]=[C:7]([C:5]4[CH:4]=[N:3][N:2]([CH3:1])[CH:6]=4)[O:11][N:10]=3)=[O:14])[N:32]=2)[CH:43]=[CH:42][C:39]=1[C:40]#[N:41], predict the reactants needed to synthesize it. (5) Given the product [F:11][C:9]([F:10])([F:12])[C:7]1[CH:6]=[C:5]([C@H:13]([O:16][C@H:17]2[CH2:25][CH2:24][C@H:23]3[C@@H:19]([CH2:20][NH:21][CH2:22]3)[C@@H:18]2[C:33]2[CH:38]=[CH:37][CH:36]=[CH:35][C:34]=2[CH3:39])[CH2:14][OH:15])[CH:4]=[C:3]([C:2]([F:41])([F:40])[F:1])[CH:8]=1, predict the reactants needed to synthesize it. The reactants are: [F:1][C:2]([F:41])([F:40])[C:3]1[CH:4]=[C:5]([C@H:13]([O:16][C@H:17]2[CH2:25][CH2:24][C@H:23]3[C@@H:19]([CH2:20][N:21](C(OC(C)(C)C)=O)[CH2:22]3)[C@@H:18]2[C:33]2[CH:38]=[CH:37][CH:36]=[CH:35][C:34]=2[CH3:39])[CH2:14][OH:15])[CH:6]=[C:7]([C:9]([F:12])([F:11])[F:10])[CH:8]=1.